From a dataset of Peptide-MHC class II binding affinity with 134,281 pairs from IEDB. Regression. Given a peptide amino acid sequence and an MHC pseudo amino acid sequence, predict their binding affinity value. This is MHC class II binding data. The peptide sequence is FVKFPGGGQIVGGVY. The MHC is HLA-DQA10501-DQB10301 with pseudo-sequence HLA-DQA10501-DQB10301. The binding affinity (normalized) is 0.768.